Dataset: TCR-epitope binding with 47,182 pairs between 192 epitopes and 23,139 TCRs. Task: Binary Classification. Given a T-cell receptor sequence (or CDR3 region) and an epitope sequence, predict whether binding occurs between them. (1) The epitope is PROT_97E67BCC. The TCR CDR3 sequence is CASSEVSGANVLTF. Result: 1 (the TCR binds to the epitope). (2) The epitope is KMKDLSPRW. The TCR CDR3 sequence is CASSYPTREDNEQFF. Result: 0 (the TCR does not bind to the epitope).